From a dataset of Full USPTO retrosynthesis dataset with 1.9M reactions from patents (1976-2016). Predict the reactants needed to synthesize the given product. (1) Given the product [CH2:15]([O:14][C:8]1[CH:9]=[CH:10][C:11]([Cl:13])=[CH:12][C:7]=1[B:24]([OH:25])[OH:23])[C:16]1[CH:21]=[CH:20][CH:19]=[CH:18][CH:17]=1, predict the reactants needed to synthesize it. The reactants are: C([Li])CCC.Br[C:7]1[CH:12]=[C:11]([Cl:13])[CH:10]=[CH:9][C:8]=1[O:14][CH2:15][C:16]1[CH:21]=[CH:20][CH:19]=[CH:18][CH:17]=1.C[O:23][B:24](OC)[O:25]C.Cl. (2) Given the product [C:30]([C:29]1[CH:18]([C:17]2[CH:20]=[CH:21][C:14]([Cl:13])=[CH:15][CH:16]=2)[N:12]([C:8]2[CH:9]=[C:10]([CH3:11])[C:5]3[N:6]([C:2]([CH3:1])=[N:3][N:4]=3)[CH:7]=2)[C:24](=[O:25])[C:23]=1[OH:22])(=[O:32])[CH3:31], predict the reactants needed to synthesize it. The reactants are: [CH3:1][C:2]1[N:6]2[CH:7]=[C:8]([NH2:12])[CH:9]=[C:10]([CH3:11])[C:5]2=[N:4][N:3]=1.[Cl:13][C:14]1[CH:21]=[CH:20][C:17]([CH:18]=O)=[CH:16][CH:15]=1.[O:22]=[C:23]([CH2:29][C:30](=[O:32])[CH3:31])[C:24](OCC)=[O:25]. (3) Given the product [CH2:1]([CH:8]1[CH2:9][CH2:10][CH2:11][C:6](=[O:12])[CH2:7]1)[CH2:2][CH2:3][CH3:4], predict the reactants needed to synthesize it. The reactants are: [CH2:1]([Li])[CH2:2][CH2:3][CH3:4].[C:6]1(=[O:12])[CH2:11][CH2:10][CH2:9][CH:8]=[CH:7]1. (4) Given the product [F:15][C:14]([F:17])([F:16])[C:13]([C:6]1[C:7]([CH3:12])=[N:8][C:9]2[C:4]([C:5]=1[C:19]1[CH:20]=[CH:21][C:22]([F:25])=[CH:23][CH:24]=1)=[CH:3][C:2]([N:30]1[CH2:31][CH2:32][C:27]([OH:26])([C:33]3[CH:34]=[CH:35][CH:36]=[CH:37][CH:38]=3)[CH2:28][CH2:29]1)=[CH:11][CH:10]=2)=[O:18], predict the reactants needed to synthesize it. The reactants are: Br[C:2]1[CH:3]=[C:4]2[C:9](=[CH:10][CH:11]=1)[N:8]=[C:7]([CH3:12])[C:6]([C:13](=[O:18])[C:14]([F:17])([F:16])[F:15])=[C:5]2[C:19]1[CH:24]=[CH:23][C:22]([F:25])=[CH:21][CH:20]=1.[OH:26][C:27]1([C:33]2[CH:38]=[CH:37][CH:36]=[CH:35][CH:34]=2)[CH2:32][CH2:31][NH:30][CH2:29][CH2:28]1. (5) Given the product [Cl:32][C:15]1[C:14]([CH2:13][N:16]([CH3:17])[C@@H:15]2[C:37]3[C:38](=[CH:27][CH:22]=[CH:23][CH:24]=3)[CH2:18][CH2:19][CH2:14]2)=[C:19]([CH2:20][CH3:21])[CH:18]=[C:17]([C:22]2[C:27]([CH2:28][CH3:29])=[CH:26][CH:25]=[CH:24][C:23]=2[CH2:30][CH3:31])[N:16]=1, predict the reactants needed to synthesize it. The reactants are: [H-].[H-].[H-].[H-].[Li+].[Al+3].[Al+3].[Cl-].[Cl-].[Cl-].CO[C:13](=O)[C:14]1[C:19]([CH2:20][CH3:21])=[CH:18][C:17]([C:22]2[C:27]([CH2:28][CH3:29])=[CH:26][CH:25]=[CH:24][C:23]=2[CH2:30][CH3:31])=[N:16][C:15]=1[Cl:32].CCO[CH2:37][CH3:38].